Dataset: Reaction yield outcomes from USPTO patents with 853,638 reactions. Task: Predict the reaction yield, written as a fraction of the theoretical maximum amount of product (1.0 means a 100% yield; for example, 0.34 means a 34% yield). The reactants are C([N:4]1[C:12]2[C:7](=[C:8]([Br:13])[CH:9]=[CH:10][CH:11]=2)[C:6](=O)[CH2:5]1)(=O)C.BrBr.[CH2:17]([NH2:20])[CH2:18][NH2:19].C(N(CC)CC)C. The catalyst is C(Cl)Cl.CO. The product is [Br:13][C:8]1[C:7]2[C:6]3[N:20]=[CH:17][CH:18]=[N:19][C:5]=3[NH:4][C:12]=2[CH:11]=[CH:10][CH:9]=1. The yield is 0.550.